Dataset: NCI-60 drug combinations with 297,098 pairs across 59 cell lines. Task: Regression. Given two drug SMILES strings and cell line genomic features, predict the synergy score measuring deviation from expected non-interaction effect. (1) Drug 1: COC1=C(C=C2C(=C1)N=CN=C2NC3=CC(=C(C=C3)F)Cl)OCCCN4CCOCC4. Drug 2: CC1=C(C(=CC=C1)Cl)NC(=O)C2=CN=C(S2)NC3=CC(=NC(=N3)C)N4CCN(CC4)CCO. Cell line: DU-145. Synergy scores: CSS=39.7, Synergy_ZIP=3.69, Synergy_Bliss=6.08, Synergy_Loewe=7.25, Synergy_HSA=7.99. (2) Drug 1: CCCCCOC(=O)NC1=NC(=O)N(C=C1F)C2C(C(C(O2)C)O)O. Drug 2: COCCOC1=C(C=C2C(=C1)C(=NC=N2)NC3=CC=CC(=C3)C#C)OCCOC.Cl. Cell line: A549. Synergy scores: CSS=8.04, Synergy_ZIP=-1.55, Synergy_Bliss=0.560, Synergy_Loewe=0.131, Synergy_HSA=1.29.